From a dataset of Full USPTO retrosynthesis dataset with 1.9M reactions from patents (1976-2016). Predict the reactants needed to synthesize the given product. (1) Given the product [CH:1]1[C:2]([CH2:10][C@@H:11]([NH2:28])[CH2:12][C:13]([N:15]2[CH2:27][C:19]3=[N:20][N:21]=[C:22]([C:23]([F:26])([F:25])[F:24])[N:18]3[CH2:17][CH2:16]2)=[O:14])=[C:3]([F:9])[CH:4]=[C:5]([F:8])[C:6]=1[F:7], predict the reactants needed to synthesize it. The reactants are: [CH:1]1[C:2]([CH2:10][C@@H:11]([NH2:28])[CH2:12][C:13]([N:15]2[CH2:27][C:19]3=[N:20][N:21]=[C:22]([C:23]([F:26])([F:25])[F:24])[N:18]3[CH2:17][CH2:16]2)=[O:14])=[C:3]([F:9])[CH:4]=[C:5]([F:8])[C:6]=1[F:7].C([O-])(=O)C(C1C=CC=CC=1)O. (2) The reactants are: [CH:1]1([N:5]2[CH2:11][CH2:10][C:9]3[CH:12]=[CH:13][C:14]([N+:16]([O-])=O)=[CH:15][C:8]=3[CH2:7][CH2:6]2)[CH2:4][CH2:3][CH2:2]1. Given the product [CH:1]1([N:5]2[CH2:11][CH2:10][C:9]3[CH:12]=[CH:13][C:14]([NH2:16])=[CH:15][C:8]=3[CH2:7][CH2:6]2)[CH2:4][CH2:3][CH2:2]1, predict the reactants needed to synthesize it. (3) Given the product [F:10][C:11]([F:22])([F:23])[O:12][C:13]1[CH:18]=[CH:17][C:16]([C:2]2[N:3]=[CH:4][CH:5]=[CH:6][C:7]=2[C:8]#[N:9])=[CH:15][CH:14]=1, predict the reactants needed to synthesize it. The reactants are: Cl[C:2]1[C:7]([C:8]#[N:9])=[CH:6][CH:5]=[CH:4][N:3]=1.[F:10][C:11]([F:23])([F:22])[O:12][C:13]1[CH:18]=[CH:17][C:16](B(O)O)=[CH:15][CH:14]=1. (4) Given the product [Cl:30][C:25]1[CH:26]=[CH:27][CH:28]=[CH:29][C:24]=1[C:21]1[S:22][CH:23]=[C:19]([CH2:18][N:3]2[C:4]3[C:9](=[C:8]([C:11]([F:12])([F:14])[F:13])[C:7]([C:15]#[N:16])=[CH:6][CH:5]=3)[CH:10]=[C:2]2[CH3:1])[N:20]=1, predict the reactants needed to synthesize it. The reactants are: [CH3:1][C:2]1[NH:3][C:4]2[C:9]([CH:10]=1)=[C:8]([C:11]([F:14])([F:13])[F:12])[C:7]([C:15]#[N:16])=[CH:6][CH:5]=2.Cl[CH2:18][C:19]1[N:20]=[C:21]([C:24]2[CH:29]=[CH:28][CH:27]=[CH:26][C:25]=2[Cl:30])[S:22][CH:23]=1. (5) Given the product [CH2:22]([O:21][C:19](=[O:20])[C:17]#[C:16][C:13]1[CH:14]=[CH:15][C:10]([Br:9])=[CH:11][CH:12]=1)[CH3:23], predict the reactants needed to synthesize it. The reactants are: [Li+].CC([N-]C(C)C)C.[Br:9][C:10]1[CH:15]=[CH:14][C:13]([C:16]#[CH:17])=[CH:12][CH:11]=1.Cl[C:19]([O:21][CH2:22][CH3:23])=[O:20]. (6) The reactants are: [CH2:1]([O:3][C@@H:4]1[CH2:8][N:7]([CH:9]2[CH2:14][CH2:13][O:12][CH2:11][CH2:10]2)[CH2:6][C@H:5]1[NH:15][C:16](=[O:31])[CH2:17][NH:18][C:19](=[O:30])[C:20]1[CH:25]=[CH:24][CH:23]=[C:22]([C:26]([F:29])([F:28])[F:27])[CH:21]=1)C.CBr.BrCC. Given the product [CH3:1][O:3][C@@H:4]1[CH2:8][N:7]([CH:9]2[CH2:14][CH2:13][O:12][CH2:11][CH2:10]2)[CH2:6][C@H:5]1[NH:15][C:16](=[O:31])[CH2:17][NH:18][C:19](=[O:30])[C:20]1[CH:25]=[CH:24][CH:23]=[C:22]([C:26]([F:28])([F:29])[F:27])[CH:21]=1, predict the reactants needed to synthesize it. (7) Given the product [CH3:26][C:25]([CH3:28])([CH3:27])[CH2:24][CH2:23][NH:22][C:20](=[O:21])[NH:19][C:17]1[CH:18]=[C:13]([C:7]2[C:8]([CH3:12])=[N:9][C:10]3[C:5]([CH:6]=2)=[CH:4][N:3]=[C:2]([NH:81][C:78](=[O:80])[CH3:79])[CH:11]=3)[CH:14]=[CH:15][C:16]=1[F:29], predict the reactants needed to synthesize it. The reactants are: Cl[C:2]1[CH:11]=[C:10]2[C:5]([CH:6]=[C:7]([C:13]3[CH:14]=[CH:15][C:16]([F:29])=[C:17]([NH:19][C:20]([NH:22][CH2:23][CH2:24][C:25]([CH3:28])([CH3:27])[CH3:26])=[O:21])[CH:18]=3)[C:8]([CH3:12])=[N:9]2)=[CH:4][N:3]=1.CC1(C)C2C(=C(P(C3C=CC=CC=3)C3C=CC=CC=3)C=CC=2)OC2C(P(C3C=CC=CC=3)C3C=CC=CC=3)=CC=CC1=2.C([O-])([O-])=O.[Cs+].[Cs+].[C:78]([NH2:81])(=[O:80])[CH3:79]. (8) Given the product [NH2:21][C:18]1[CH:17]=[CH:16][C:15]([CH:10]2[C:9]([CH3:24])([CH3:25])[CH2:8][C:7]3[C:12](=[CH:13][CH:14]=[C:5]([C:3]([O:2][CH3:1])=[O:4])[CH:6]=3)[NH:11]2)=[CH:20][CH:19]=1, predict the reactants needed to synthesize it. The reactants are: [CH3:1][O:2][C:3]([C:5]1[CH:6]=[C:7]2[C:12](=[CH:13][CH:14]=1)[NH:11][CH:10]([C:15]1[CH:20]=[CH:19][C:18]([N+:21]([O-])=O)=[CH:17][CH:16]=1)[C:9]([CH3:25])([CH3:24])[CH2:8]2)=[O:4].